This data is from Reaction yield outcomes from USPTO patents with 853,638 reactions. The task is: Predict the reaction yield, written as a fraction of the theoretical maximum amount of product (1.0 means a 100% yield; for example, 0.34 means a 34% yield). (1) The reactants are I[C:2]1[CH:3]=[C:4]2[C:9](=[CH:10][CH:11]=1)[O:8][CH2:7][CH2:6][C@@H:5]2[NH:12][C:13](=[O:19])[O:14][C:15]([CH3:18])([CH3:17])[CH3:16].[B:20]1([B:20]2[O:24][C:23]([CH3:26])([CH3:25])[C:22]([CH3:28])([CH3:27])[O:21]2)[O:24][C:23]([CH3:26])([CH3:25])[C:22]([CH3:28])([CH3:27])[O:21]1.C([O-])(=O)C.[K+].ClCCl. The catalyst is CS(C)=O.C(OCC)C. The product is [CH3:27][C:22]1([CH3:28])[C:23]([CH3:26])([CH3:25])[O:24][B:20]([C:2]2[CH:3]=[C:4]3[C:9](=[CH:10][CH:11]=2)[O:8][CH2:7][CH2:6][C@@H:5]3[NH:12][C:13](=[O:19])[O:14][C:15]([CH3:18])([CH3:17])[CH3:16])[O:21]1. The yield is 0.980. (2) The reactants are Cl.CO[C:4]1[CH:9]=[CH:8][CH:7]=[CH:6][C:5]=1[CH2:10][CH2:11][CH2:12][NH2:13].[CH2:14]([O:16][C:17]([C:19]1[C:20]([CH3:27])=[N:21][C:22](Cl)=[N:23][C:24]=1[CH3:25])=[O:18])[CH3:15].C[C:29]([O-])=[O:30].[K+].[CH2:33](O)C. No catalyst specified. The product is [CH2:14]([O:16][C:17]([C:19]1[C:20]([CH2:27][CH3:33])=[N:21][C:22]([NH:13][CH2:12][CH2:11][CH2:10][C:5]2[CH:4]=[CH:9][CH:8]=[C:7]([O:30][CH3:29])[CH:6]=2)=[N:23][C:24]=1[CH3:25])=[O:18])[CH3:15]. The yield is 0.670.